From a dataset of Reaction yield outcomes from USPTO patents with 853,638 reactions. Predict the reaction yield, written as a fraction of the theoretical maximum amount of product (1.0 means a 100% yield; for example, 0.34 means a 34% yield). (1) The product is [CH3:7][N:6]1[C:2]([N:14]2[CH2:15][CH2:16][NH:11][C:12](=[O:17])[CH2:13]2)=[C:3]([N+:8]([O-:10])=[O:9])[CH:4]=[N:5]1. The yield is 1.00. The reactants are Cl[C:2]1[N:6]([CH3:7])[N:5]=[CH:4][C:3]=1[N+:8]([O-:10])=[O:9].[NH:11]1[CH2:16][CH2:15][NH:14][CH2:13][C:12]1=[O:17]. No catalyst specified. (2) The reactants are [F:1][C:2]1[C:3]([NH:16][C:17]2[CH:22]=[CH:21][C:20]([I:23])=[CH:19][C:18]=2[F:24])=[C:4]([C:9]([N:11]2[CH2:14][C:13](=O)[CH2:12]2)=[O:10])[CH:5]=[CH:6][C:7]=1[F:8].[NH2:25][OH:26]. The catalyst is O1CCOCC1. The product is [F:1][C:2]1[C:3]([NH:16][C:17]2[CH:22]=[CH:21][C:20]([I:23])=[CH:19][C:18]=2[F:24])=[C:4]([C:9]([N:11]2[CH2:14][C:13](=[N:25][OH:26])[CH2:12]2)=[O:10])[CH:5]=[CH:6][C:7]=1[F:8]. The yield is 0.540. (3) The reactants are [Cl:1][C:2]1[C:3]([O:13][CH2:14][C:15]2[CH:20]=[CH:19][C:18]([O:21][CH3:22])=[CH:17][CH:16]=2)=[CH:4][C:5]([OH:12])=[C:6]([CH:11]=1)[C:7]([O:9][CH3:10])=[O:8].[N+](C1C=C(S(O[CH2:36][C@@H:37]2[CH2:39][O:38]2)(=O)=O)C=CC=1)([O-])=O.C(=O)([O-])[O-].[Cs+].[Cs+]. The catalyst is CN(C)C=O. The product is [Cl:1][C:2]1[C:3]([O:13][CH2:14][C:15]2[CH:16]=[CH:17][C:18]([O:21][CH3:22])=[CH:19][CH:20]=2)=[CH:4][C:5]([O:12][CH2:36][C@@H:37]2[CH2:39][O:38]2)=[C:6]([CH:11]=1)[C:7]([O:9][CH3:10])=[O:8]. The yield is 0.740. (4) The reactants are [C:1]1([CH:7]2[C:16]3[C:11]4=[C:12]([CH:18]([C:21]5[CH:26]=[CH:25][CH:24]=[CH:23][CH:22]=5)[CH2:19][CH2:20][N:10]4[CH2:9][CH2:8]2)[CH:13]=[C:14]([NH2:17])[CH:15]=3)[CH:6]=[CH:5][CH:4]=[CH:3][CH:2]=1.[CH2:27]([N:30]=[C:31]=[S:32])[CH2:28][CH3:29]. The catalyst is ClCCl. The product is [C:21]1([CH:18]2[C:12]3[C:11]4=[C:16]([CH:7]([C:1]5[CH:2]=[CH:3][CH:4]=[CH:5][CH:6]=5)[CH2:8][CH2:9][N:10]4[CH2:20][CH2:19]2)[CH:15]=[C:14]([NH:17][C:31]([NH:30][CH2:27][CH2:28][CH3:29])=[S:32])[CH:13]=3)[CH:26]=[CH:25][CH:24]=[CH:23][CH:22]=1. The yield is 0.490. (5) The reactants are C(O[C@@H]([C:11]1[C:16]([CH3:17])=[CH:15][N:14]2[N:18]=[C:19]([C:21]([O:23]C)=[O:22])[CH:20]=[C:13]2[C:12]=1[C:25]1[C:26]([CH3:36])=[C:27]2[C:32](=[C:33]([F:35])[CH:34]=1)[O:31][CH2:30][CH2:29][CH2:28]2)C(OC)=O)(C)(C)C.[OH-:37].[Na+].[OH2:39]. The catalyst is CO.C1COCC1. The product is [C:12]([O:37][C@@H:29]([C:20]1[C:19]([C:21]([OH:23])=[O:22])=[N:18][N:14]2[CH:15]=[C:16]([CH3:17])[CH:11]=[C:12]([C:25]3[C:26]([CH3:36])=[C:27]4[C:32](=[C:33]([F:35])[CH:34]=3)[O:31][CH2:30][CH2:29][CH2:28]4)[C:13]=12)[C:30]([O:31][CH3:32])=[O:39])([CH3:25])([CH3:13])[CH3:11]. The yield is 0.490. (6) The reactants are Cl.C(N=C=NCCCN(C)C)C.O.ON1C2C=CC=CC=2N=N1.[C:24]([C:32]1[CH:58]=[CH:57][C:35]2[N:36]=[C:37]([C:39]3[C:40]([CH3:56])=[C:41]([C:45]([N:47]4[CH2:52][CH2:51][CH:50]([C:53]([OH:55])=O)[CH2:49][CH2:48]4)=[O:46])[NH:42][C:43]=3[CH3:44])[NH:38][C:34]=2[CH:33]=1)(=[O:31])[C:25]1[CH:30]=[CH:29][CH:28]=[CH:27][CH:26]=1.[CH3:59][N:60]([CH3:64])[CH2:61][CH2:62][NH2:63]. The catalyst is N1C=CC=CC=1. The product is [CH3:59][N:60]([CH2:61][CH2:62][NH:63][C:53]([CH:50]1[CH2:51][CH2:52][N:47]([C:45]([C:41]2[NH:42][C:43]([CH3:44])=[C:39]([C:37]3[NH:38][C:34]4[CH:33]=[C:32]([C:24](=[O:31])[C:25]5[CH:26]=[CH:27][CH:28]=[CH:29][CH:30]=5)[CH:58]=[CH:57][C:35]=4[N:36]=3)[C:40]=2[CH3:56])=[O:46])[CH2:48][CH2:49]1)=[O:55])[CH3:64]. The yield is 0.550. (7) The reactants are [F:1][C:2]1[CH:7]=[CH:6][C:5]([CH:8]2[C:17]3[C:12](=[CH:13][C:14](B4OC(C)(C)C(C)(C)O4)=[CH:15][CH:16]=3)[CH2:11][N:10]([CH3:27])[CH2:9]2)=[CH:4][CH:3]=1.Cl[C:29]1[N:34]=[N:33][C:32]([N:35]([CH3:43])[C:36](=[O:42])[O:37][C:38]([CH3:41])([CH3:40])[CH3:39])=[CH:31][CH:30]=1.C(=O)([O-])[O-].[Cs+].[Cs+]. The catalyst is CN(C=O)C.O.C1C=CC(P(C2C=CC=CC=2)[C-]2C=CC=C2)=CC=1.C1C=CC(P(C2C=CC=CC=2)[C-]2C=CC=C2)=CC=1.Cl[Pd]Cl.[Fe+2]. The product is [F:1][C:2]1[CH:7]=[CH:6][C:5]([CH:8]2[C:17]3[C:12](=[CH:13][C:14]([C:29]4[N:34]=[N:33][C:32]([N:35]([CH3:43])[C:36](=[O:42])[O:37][C:38]([CH3:39])([CH3:40])[CH3:41])=[CH:31][CH:30]=4)=[CH:15][CH:16]=3)[CH2:11][N:10]([CH3:27])[CH2:9]2)=[CH:4][CH:3]=1. The yield is 0.900. (8) The reactants are I[C:2]1[CH:7]=[CH:6][N:5]=[CH:4][CH:3]=1.[Li]CCCC.CCCCCC.[F:19][C:20]1[CH:25]=[CH:24][C:23]([C:26]2[S:27][C:28]([C:31](=[O:33])[CH3:32])=[CH:29][N:30]=2)=[CH:22][CH:21]=1. The catalyst is C1COCC1. The product is [F:19][C:20]1[CH:21]=[CH:22][C:23]([C:26]2[S:27][C:28]([C:31]([C:2]3[CH:7]=[CH:6][N:5]=[CH:4][CH:3]=3)([OH:33])[CH3:32])=[CH:29][N:30]=2)=[CH:24][CH:25]=1. The yield is 0.350.